Dataset: Catalyst prediction with 721,799 reactions and 888 catalyst types from USPTO. Task: Predict which catalyst facilitates the given reaction. (1) Reactant: [OH:1][C:2]1[CH:10]=[CH:9][C:8]2[NH:7][C:6]3[CH:11]([CH2:14][C:15]([O:17][CH2:18][CH3:19])=[O:16])[CH2:12][CH2:13][C:5]=3[C:4]=2[CH:3]=1.C(=O)([O-])[O-].[Cs+].[Cs+].Br[CH2:27][C:28]1[CH:33]=[CH:32][C:31]([C:34]2[N:35]=[N:36][S:37][CH:38]=2)=[CH:30][CH:29]=1. The catalyst class is: 44. Product: [S:37]1[CH:38]=[C:34]([C:31]2[CH:32]=[CH:33][C:28]([CH2:27][O:1][C:2]3[CH:10]=[CH:9][C:8]4[NH:7][C:6]5[CH:11]([CH2:14][C:15]([O:17][CH2:18][CH3:19])=[O:16])[CH2:12][CH2:13][C:5]=5[C:4]=4[CH:3]=3)=[CH:29][CH:30]=2)[N:35]=[N:36]1. (2) Product: [CH:11]([NH:12][CH:2]([CH3:4])[CH3:1])([C:5]1[CH:6]=[CH:7][CH:8]=[CH:9][CH:10]=1)[C:13]1[CH:14]=[CH:15][CH:16]=[CH:17][CH:18]=1. The catalyst class is: 116. Reactant: [CH3:1][C:2]([CH3:4])=O.[C:5]1([CH:11]([C:13]2[CH:18]=[CH:17][CH:16]=[CH:15][CH:14]=2)[NH2:12])[CH:10]=[CH:9][CH:8]=[CH:7][CH:6]=1.[BH-](OC(C)=O)(OC(C)=O)OC(C)=O.[Na+].C([O-])(O)=O.[Na+]. (3) Reactant: [Cl:1][C:2]([Cl:7])([Cl:6])[C:3](Cl)=[O:4].[NH2:8][C:9]1[CH:14]=[CH:13][C:12]([Br:15])=[CH:11][C:10]=1[C:16]([C:18]1[CH:23]=[CH:22][CH:21]=[C:20]([Cl:24])[CH:19]=1)=[O:17].C(N(CC)CC)C. Product: [Br:15][C:12]1[CH:13]=[CH:14][C:9]([NH:8][C:3](=[O:4])[C:2]([Cl:7])([Cl:6])[Cl:1])=[C:10]([C:16](=[O:17])[C:18]2[CH:23]=[CH:22][CH:21]=[C:20]([Cl:24])[CH:19]=2)[CH:11]=1. The catalyst class is: 4. (4) Reactant: [CH:1]1([N:7]2[C:11](=[O:12])[CH2:10][CH2:9][N:8]2[CH3:13])[CH2:6][CH2:5][CH2:4][CH2:3][CH2:2]1.I[CH3:15]. Product: [CH:1]1([N:7]2[C:11](=[O:12])[CH:10]=[C:9]([CH3:15])[N:8]2[CH3:13])[CH2:6][CH2:5][CH2:4][CH2:3][CH2:2]1. The catalyst class is: 10. (5) Reactant: C([C:3]1[CH:4]=[C:5]([CH:17]=[C:18]([C:22]([F:25])([F:24])[F:23])[C:19]=1[O:20][CH3:21])[C:6]([N:8]1[C:12]2[CH:13]=[CH:14][CH:15]=[CH:16][C:11]=2[S:10][CH2:9]1)=[O:7])=O.[CH:26]([O:33][CH2:34][CH3:35])([O:30][CH2:31][CH3:32])OCC. Product: [CH2:34]([O:33][CH:26]([O:30][CH2:31][CH3:32])[C:3]1[CH:4]=[C:5]([CH:17]=[C:18]([C:22]([F:23])([F:25])[F:24])[C:19]=1[O:20][CH3:21])[C:6]([N:8]1[C:12]2[CH:13]=[CH:14][CH:15]=[CH:16][C:11]=2[S:10][CH2:9]1)=[O:7])[CH3:35]. The catalyst class is: 8. (6) Reactant: [CH3:1][O:2][C:3]1[CH:8]=[C:7]([CH3:9])[C:6]([S:10]([N:13]([CH2:15][C:16]2[O:20][CH:19]=[C:18]([C:21](O)=[O:22])[CH:17]=2)[CH3:14])(=[O:12])=[O:11])=[C:5]([CH3:24])[CH:4]=1.CCN=C=NCCCN(C)C.C1C=CC2N(O)N=NC=2C=1.CCN(C(C)C)C(C)C.Cl.Cl.[CH3:57][NH:58][CH2:59][C:60]1[CH:73]=[CH:72][C:63]([CH2:64][N:65]2[CH2:70][CH2:69][CH:68]([OH:71])[CH2:67][CH2:66]2)=[CH:62][CH:61]=1. Product: [OH:71][CH:68]1[CH2:69][CH2:70][N:65]([CH2:64][C:63]2[CH:72]=[CH:73][C:60]([CH2:59][N:58]([CH3:57])[C:21]([C:18]3[CH:17]=[C:16]([CH2:15][N:13]([S:10]([C:6]4[C:7]([CH3:9])=[CH:8][C:3]([O:2][CH3:1])=[CH:4][C:5]=4[CH3:24])(=[O:11])=[O:12])[CH3:14])[O:20][CH:19]=3)=[O:22])=[CH:61][CH:62]=2)[CH2:66][CH2:67]1. The catalyst class is: 34. (7) Reactant: [C:1]1([CH2:7][CH2:8][CH:9]=[CH2:10])[CH:6]=[CH:5][CH:4]=[CH:3][CH:2]=1.Br[C:12]1[O:16][C:15]([C:17]([OH:19])=[O:18])=[CH:14][CH:13]=1.CCN(C(C)C)C(C)C. Product: [C:1]1([CH2:7][CH2:8][CH:9]=[CH:10][C:12]2[O:16][C:15]([C:17]([OH:19])=[O:18])=[CH:14][CH:13]=2)[CH:6]=[CH:5][CH:4]=[CH:3][CH:2]=1. The catalyst class is: 222. (8) Reactant: [C:1]([C:3]1[CH:8]=[CH:7][C:6](B(O)O)=[CH:5][CH:4]=1)#[N:2].[C:12]([O-:15])([O-])=O.[Cs+].[Cs+].[CH:18](O)([CH3:20])[CH3:19]. Product: [OH:15][CH2:12][CH2:19][C@@H:18]1[CH2:20][C@H:1]1[C:3]1[CH:8]=[CH:7][C:6]([C:6]2[CH:7]=[CH:8][C:3]([C:1]#[N:2])=[CH:4][CH:5]=2)=[CH:5][CH:4]=1. The catalyst class is: 235. (9) Reactant: [CH2:1]([N:8]1[CH:16]=[N:15][C:14]2[C:9]1=[N:10][C:11]([Cl:18])=[N:12][C:13]=2[NH2:17])[C:2]1[CH:7]=[CH:6][CH:5]=[CH:4][CH:3]=1.C([O-])(=O)C.[Na+].[Br:24]Br.[O-]S([O-])(=S)=O.[Na+].[Na+].[OH-].[Na+]. Product: [CH2:1]([N:8]1[C:16]([Br:24])=[N:15][C:14]2[C:9]1=[N:10][C:11]([Cl:18])=[N:12][C:13]=2[NH2:17])[C:2]1[CH:3]=[CH:4][CH:5]=[CH:6][CH:7]=1. The catalyst class is: 15.